Dataset: Forward reaction prediction with 1.9M reactions from USPTO patents (1976-2016). Task: Predict the product of the given reaction. (1) Given the reactants [Cl:1][CH2:2][CH2:3][CH2:4][CH2:5][CH2:6][CH2:7][OH:8].[C:9](O)(=[O:11])[CH3:10].N1C=CC=CC=1.O, predict the reaction product. The product is: [C:9]([O:8][CH2:7][CH2:6][CH2:5][CH2:4][CH2:3][CH2:2][Cl:1])(=[O:11])[CH3:10]. (2) Given the reactants [CH3:1][C:2]1[CH:23]=[CH:22][CH:21]=[C:20]([CH3:24])[C:3]=1[CH2:4][O:5][C:6]1[CH:7]=[C:8]([CH:12]=[CH:13][CH2:14][C:15]([O:17]CC)=[O:16])[CH:9]=[CH:10][CH:11]=1.[OH-].[Na+], predict the reaction product. The product is: [CH3:24][C:20]1[CH:21]=[CH:22][CH:23]=[C:2]([CH3:1])[C:3]=1[CH2:4][O:5][C:6]1[CH:7]=[C:8]([CH:12]=[CH:13][CH2:14][C:15]([OH:17])=[O:16])[CH:9]=[CH:10][CH:11]=1.